This data is from Forward reaction prediction with 1.9M reactions from USPTO patents (1976-2016). The task is: Predict the product of the given reaction. Given the reactants [OH-].[Na+].[CH:3]1([CH2:6]Br)[CH2:5][CH2:4]1.[C:8]([O:12][C:13]([N:15]1[CH2:24][CH2:23][C:22]2[C@:17]([CH2:35][OH:36])([CH2:18][C:19]3[CH:27]=[N:26][N:25]([C:28]4[CH:33]=[CH:32][C:31]([F:34])=[CH:30][CH:29]=4)[C:20]=3[CH:21]=2)[CH2:16]1)=[O:14])([CH3:11])([CH3:10])[CH3:9].O, predict the reaction product. The product is: [C:8]([O:12][C:13]([N:15]1[CH2:24][CH2:23][C:22]2[C@:17]([CH2:35][O:36][CH2:6][CH:3]3[CH2:5][CH2:4]3)([CH2:18][C:19]3[CH:27]=[N:26][N:25]([C:28]4[CH:33]=[CH:32][C:31]([F:34])=[CH:30][CH:29]=4)[C:20]=3[CH:21]=2)[CH2:16]1)=[O:14])([CH3:11])([CH3:10])[CH3:9].